Task: Predict which catalyst facilitates the given reaction.. Dataset: Catalyst prediction with 721,799 reactions and 888 catalyst types from USPTO (1) Reactant: [H-].[H-].[H-].[H-].[Li+].[Al+3].[CH3:7][O:8][CH:9]1[CH2:14][CH2:13][N:12]([C:15](=O)[C@@H:16]([NH:20][C:21](=O)OC(C)(C)C)[CH:17]([CH3:19])[CH3:18])[CH2:11][CH2:10]1.O.[OH-].[Na+]. Product: [CH3:7][O:8][CH:9]1[CH2:14][CH2:13][N:12]([CH2:15][C@@H:16]([NH:20][CH3:21])[CH:17]([CH3:19])[CH3:18])[CH2:11][CH2:10]1. The catalyst class is: 1. (2) Reactant: C(=O)(O)[O-].[Na+].Cl.Cl.Cl.[NH2:9][C:10]1[N:15]=[C:14]([C:16]2[CH:24]=[C:23]3[C:19]([C:20]([NH2:25])=[N:21][NH:22]3)=[CH:18][CH:17]=2)[CH:13]=[C:12]([N:26]2[CH2:31][CH2:30][CH2:29][CH:28]([NH2:32])[CH2:27]2)[N:11]=1.O1CCCC1.[C:38](Cl)(=[O:45])[C:39]1[CH:44]=[CH:43][CH:42]=[CH:41][CH:40]=1. Product: [NH2:9][C:10]1[N:11]=[C:12]([N:26]2[CH2:31][CH2:30][CH2:29][CH:28]([NH:32][C:38](=[O:45])[C:39]3[CH:44]=[CH:43][CH:42]=[CH:41][CH:40]=3)[CH2:27]2)[CH:13]=[C:14]([C:16]2[CH:24]=[C:23]3[C:19]([C:20]([NH2:25])=[N:21][NH:22]3)=[CH:18][CH:17]=2)[N:15]=1. The catalyst class is: 238. (3) Reactant: [OH-].[Na+].C([O:5][C:6]([C:8]1[CH:12]=[C:11]([C:13]2[CH:18]=[CH:17][C:16]([O:19][CH2:20][C:21]3[CH:26]=[CH:25][CH:24]=[CH:23][CH:22]=3)=[CH:15][N:14]=2)[N:10]([C:27]2[CH:28]=[N:29][CH:30]=[CH:31][CH:32]=2)[N:9]=1)=[O:7])C. Product: [CH2:20]([O:19][C:16]1[CH:17]=[CH:18][C:13]([C:11]2[N:10]([C:27]3[CH:28]=[N:29][CH:30]=[CH:31][CH:32]=3)[N:9]=[C:8]([C:6]([OH:7])=[O:5])[CH:12]=2)=[N:14][CH:15]=1)[C:21]1[CH:22]=[CH:23][CH:24]=[CH:25][CH:26]=1. The catalyst class is: 111. (4) The catalyst class is: 305. Reactant: Cl[C:2](=[N:8][OH:9])[C:3]([O:5][CH2:6][CH3:7])=[O:4].[C:10]([O:14][C:15]([NH:17][CH2:18][C:19]#[CH:20])=[O:16])([CH3:13])([CH3:12])[CH3:11].C(N(CC)CC)C.[Cl-].[NH4+]. Product: [C:10]([O:14][C:15]([NH:17][CH2:18][C:19]1[O:9][N:8]=[C:2]([C:3]([O:5][CH2:6][CH3:7])=[O:4])[CH:20]=1)=[O:16])([CH3:13])([CH3:12])[CH3:11]. (5) Reactant: C(Cl)(=O)C(Cl)=O.CS(C)=O.[OH:11][CH:12]1[C:18]2=[N:19][CH:20]=[C:21]([N:23]3[CH2:27][C@H:26]([CH2:28][NH:29][C:30](=[O:32])[CH3:31])[O:25][C:24]3=[O:33])[CH:22]=[C:17]2[CH2:16][CH2:15][CH2:14][CH2:13]1.C(N(CC)CC)C. Product: [O:33]=[C:24]1[N:23]([C:21]2[CH:22]=[C:17]3[CH2:16][CH2:15][CH2:14][CH2:13][C:12](=[O:11])[C:18]3=[N:19][CH:20]=2)[CH2:27][C@H:26]([CH2:28][NH:29][C:30](=[O:32])[CH3:31])[O:25]1. The catalyst class is: 46. (6) Reactant: [CH2:1]1[O:3][CH:2]1[CH2:4][OH:5].[CH3:6][O:7][C:8]1[C:13]2[N:14]([OH:24])[C:15]3[C:21](=[N+:22]([O-:23])[C:12]=2[CH:11]=[CH:10][CH:9]=1)C(=O)[CH:18]=[CH:17][CH:16]=3.[C:25]([O-])([O-])=[O:26].[K+].[K+].C1OCCOCCOCCOCCOCCOC1. Product: [OH:5][CH:4]([CH2:25][OH:26])[CH2:2][O:3][C:1]1[C:21]2[C:15](=[N+:14]([O-:24])[C:13]3[C:12]([N+:22]=2[O-:23])=[CH:11][CH:10]=[CH:9][C:8]=3[O:7][CH3:6])[CH:16]=[CH:17][CH:18]=1. The catalyst class is: 3. (7) Reactant: [NH:1]1[CH:5]=[C:4]([C:6]2[S:10][CH:9]=[C:8]([C:11]([OH:13])=O)[CH:7]=2)[CH:3]=[N:2]1.[C:14]1([C:20]2([OH:26])[CH2:25][CH2:24][NH:23][CH2:22][CH2:21]2)[CH:19]=[CH:18][CH:17]=[CH:16][CH:15]=1.CN(C(ON1N=NC2C=CC=NC1=2)=[N+](C)C)C.F[P-](F)(F)(F)(F)F.C(N(C(C)C)CC)(C)C. Product: [OH:26][C:20]1([C:14]2[CH:19]=[CH:18][CH:17]=[CH:16][CH:15]=2)[CH2:25][CH2:24][N:23]([C:11]([C:8]2[CH:7]=[C:6]([C:4]3[CH:5]=[N:1][NH:2][CH:3]=3)[S:10][CH:9]=2)=[O:13])[CH2:22][CH2:21]1. The catalyst class is: 10. (8) Reactant: Br[C:2]1[CH:3]=[C:4]([CH:8]=[CH:9][C:10]=1[O:11][C:12]1[CH:17]=[CH:16][C:15]([Cl:18])=[C:14]([Cl:19])[CH:13]=1)[C:5]([OH:7])=[O:6].[CH2:20]([Zn]CC)[CH3:21].CCCCCC. The catalyst class is: 7. Product: [Cl:19][C:14]1[CH:13]=[C:12]([CH:17]=[CH:16][C:15]=1[Cl:18])[O:11][C:10]1[CH:9]=[CH:8][C:4]([C:5]([OH:7])=[O:6])=[CH:3][C:2]=1[CH2:20][CH3:21]. (9) Reactant: CC1C=CC(S(O[CH2:12][C@H:13]2[CH2:18][CH2:17][C@H:16]([NH:19][C:20]([O:22][C:23]([CH3:26])([CH3:25])[CH3:24])=[O:21])[CH2:15][CH2:14]2)(=O)=O)=CC=1.[C:27]([O-:30])(=[S:29])[CH3:28].[K+]. Product: [C:27](=[O:30])([S:29][CH2:12][C@H:13]1[CH2:14][CH2:15][C@H:16]([NH:19][C:20]([O:22][C:23]([CH3:24])([CH3:25])[CH3:26])=[O:21])[CH2:17][CH2:18]1)[CH3:28]. The catalyst class is: 16. (10) Reactant: Br[C:2]1[CH:3]=[C:4]([Cl:11])[CH:5]=[C:6]2[C:10]=1[NH:9][N:8]=[CH:7]2.[H-].[Na+].C([Li])(C)(C)C.CCCCC.CN(C)[CH:26]=[O:27].[Cl-].[NH4+]. Product: [Cl:11][C:4]1[CH:5]=[C:6]2[C:10](=[C:2]([CH:26]=[O:27])[CH:3]=1)[NH:9][N:8]=[CH:7]2. The catalyst class is: 54.